Dataset: Full USPTO retrosynthesis dataset with 1.9M reactions from patents (1976-2016). Task: Predict the reactants needed to synthesize the given product. Given the product [Br:8][C:9]1[CH:42]=[CH:41][C:12]([NH:13][C:14]2[C:23]3[C:18](=[CH:19][C:20]([O:26][CH2:27][CH:28]4[CH2:29][CH2:30][NH:31][CH2:32][CH2:33]4)=[C:21]([O:24][CH3:25])[CH:22]=3)[N:17]=[CH:16][N:15]=2)=[C:11]([F:43])[CH:10]=1, predict the reactants needed to synthesize it. The reactants are: C(O)(C(F)(F)F)=O.[Br:8][C:9]1[CH:42]=[CH:41][C:12]([NH:13][C:14]2[C:23]3[C:18](=[CH:19][C:20]([O:26][CH2:27][CH:28]4[CH2:33][CH2:32][N:31](C(OC(C)(C)C)=O)[CH2:30][CH2:29]4)=[C:21]([O:24][CH3:25])[CH:22]=3)[N:17]=[CH:16][N:15]=2)=[C:11]([F:43])[CH:10]=1.